This data is from NCI-60 drug combinations with 297,098 pairs across 59 cell lines. The task is: Regression. Given two drug SMILES strings and cell line genomic features, predict the synergy score measuring deviation from expected non-interaction effect. (1) Drug 1: CS(=O)(=O)C1=CC(=C(C=C1)C(=O)NC2=CC(=C(C=C2)Cl)C3=CC=CC=N3)Cl. Drug 2: CC1=C(C(=CC=C1)Cl)NC(=O)C2=CN=C(S2)NC3=CC(=NC(=N3)C)N4CCN(CC4)CCO. Cell line: MDA-MB-435. Synergy scores: CSS=-11.2, Synergy_ZIP=5.16, Synergy_Bliss=-1.09, Synergy_Loewe=-8.11, Synergy_HSA=-9.02. (2) Drug 1: CS(=O)(=O)CCNCC1=CC=C(O1)C2=CC3=C(C=C2)N=CN=C3NC4=CC(=C(C=C4)OCC5=CC(=CC=C5)F)Cl. Drug 2: CC1=C(N=C(N=C1N)C(CC(=O)N)NCC(C(=O)N)N)C(=O)NC(C(C2=CN=CN2)OC3C(C(C(C(O3)CO)O)O)OC4C(C(C(C(O4)CO)O)OC(=O)N)O)C(=O)NC(C)C(C(C)C(=O)NC(C(C)O)C(=O)NCCC5=NC(=CS5)C6=NC(=CS6)C(=O)NCCC[S+](C)C)O. Cell line: IGROV1. Synergy scores: CSS=25.1, Synergy_ZIP=-0.210, Synergy_Bliss=2.84, Synergy_Loewe=3.47, Synergy_HSA=4.08. (3) Drug 1: C1CN1P(=S)(N2CC2)N3CC3. Drug 2: CCC1=C2CN3C(=CC4=C(C3=O)COC(=O)C4(CC)O)C2=NC5=C1C=C(C=C5)O. Cell line: LOX IMVI. Synergy scores: CSS=34.4, Synergy_ZIP=-11.5, Synergy_Bliss=-6.08, Synergy_Loewe=-1.32, Synergy_HSA=0.863.